This data is from Reaction yield outcomes from USPTO patents with 853,638 reactions. The task is: Predict the reaction yield, written as a fraction of the theoretical maximum amount of product (1.0 means a 100% yield; for example, 0.34 means a 34% yield). (1) The reactants are [O:1]=[C:2]([C:26]1[CH:31]=[CH:30][C:29]([C:32]([CH3:36])([CH3:35])[CH2:33][OH:34])=[CH:28][CH:27]=1)[CH2:3][CH2:4][CH2:5][N:6]1[CH2:11][CH2:10][CH:9]([C:12]([OH:25])([C:19]2[CH:24]=[CH:23][CH:22]=[CH:21][CH:20]=2)[C:13]2[CH:18]=[CH:17][CH:16]=[CH:15][CH:14]=2)[CH2:8][CH2:7]1.[BH4-].[Na+].Cl. The catalyst is CO.O. The product is [OH:1][CH:2]([C:26]1[CH:27]=[CH:28][C:29]([C:32]([CH3:36])([CH3:35])[CH2:33][OH:34])=[CH:30][CH:31]=1)[CH2:3][CH2:4][CH2:5][N:6]1[CH2:11][CH2:10][CH:9]([C:12]([OH:25])([C:13]2[CH:14]=[CH:15][CH:16]=[CH:17][CH:18]=2)[C:19]2[CH:24]=[CH:23][CH:22]=[CH:21][CH:20]=2)[CH2:8][CH2:7]1. The yield is 0.790. (2) The reactants are [CH:1]1([N:4]2[C:11](=[O:12])[CH2:10][CH2:9][NH:8][C:7]3[CH:13]=[CH:14][C:15]([O:17][CH3:18])=[CH:16][C:6]=3[CH2:5]2)[CH2:3][CH2:2]1.C(O)(=O)C.[Cl:23][C:24]1[CH:29]=[CH:28][C:27]([CH2:30][CH:31]=O)=[CH:26][CH:25]=1.C(O[BH-](OC(=O)C)OC(=O)C)(=O)C.[Na+].C(=O)(O)[O-].[Na+]. The catalyst is ClC(Cl)C. The product is [Cl:23][C:24]1[CH:29]=[CH:28][C:27]([CH2:30][CH2:31][N:8]2[CH2:9][CH2:10][C:11](=[O:12])[N:4]([CH:1]3[CH2:2][CH2:3]3)[CH2:5][C:6]3[CH:16]=[C:15]([O:17][CH3:18])[CH:14]=[CH:13][C:7]2=3)=[CH:26][CH:25]=1. The yield is 0.760.